From a dataset of Full USPTO retrosynthesis dataset with 1.9M reactions from patents (1976-2016). Predict the reactants needed to synthesize the given product. (1) Given the product [C:20]([O:24][C:25](=[O:28])[CH2:26][NH:27][C:11](=[O:13])[CH2:10][C:7]1[CH:6]=[CH:5][C:4]([N+:1]([O-:3])=[O:2])=[CH:9][CH:8]=1)([CH3:23])([CH3:22])[CH3:21], predict the reactants needed to synthesize it. The reactants are: [N+:1]([C:4]1[CH:9]=[CH:8][C:7]([CH2:10][C:11]([OH:13])=O)=[CH:6][CH:5]=1)([O-:3])=[O:2].C(Cl)(=O)C(Cl)=O.[C:20]([O:24][C:25](=[O:28])[CH2:26][NH2:27])([CH3:23])([CH3:22])[CH3:21]. (2) The reactants are: [CH3:1][C:2]1[N:7]=[CH:6][C:5]([NH:8][C:9](=[O:18])[C:10](=[O:17])[C:11]2[CH:16]=[CH:15][CH:14]=[CH:13][CH:12]=2)=[CH:4][CH:3]=1.Br[CH2:20][CH2:21][C:22]1[CH:27]=[CH:26][C:25]([C:28]([F:31])([F:30])[F:29])=[CH:24][CH:23]=1. Given the product [CH3:1][C:2]1[N:7]=[CH:6][C:5]([N:8]([CH2:20][CH2:21][C:22]2[CH:23]=[CH:24][C:25]([C:28]([F:29])([F:30])[F:31])=[CH:26][CH:27]=2)[C:9](=[O:18])[C:10](=[O:17])[C:11]2[CH:12]=[CH:13][CH:14]=[CH:15][CH:16]=2)=[CH:4][CH:3]=1, predict the reactants needed to synthesize it. (3) Given the product [F:46][C:47]([F:52])([F:51])[C:48]([OH:50])=[O:49].[CH3:19][N:18]1[C:14]2[CH:13]=[C:12]([O:23][C:24]3[CH:44]=[CH:43][CH:42]=[C:26]([O:27][CH2:28][CH:29]4[CH2:34][CH2:33][NH:32][CH2:31][CH2:30]4)[CH:25]=3)[C:11]([NH:10][S:7]([C:5]3[N:4]=[C:3]([CH3:45])[N:2]([CH3:1])[CH:6]=3)(=[O:8])=[O:9])=[CH:22][C:15]=2[N:16]([CH3:21])[C:17]1=[O:20], predict the reactants needed to synthesize it. The reactants are: [CH3:1][N:2]1[CH:6]=[C:5]([S:7]([NH:10][C:11]2[C:12]([O:23][C:24]3[CH:25]=[C:26]([CH:42]=[CH:43][CH:44]=3)[O:27][CH2:28][CH:29]3[CH2:34][CH2:33][N:32](C(OC(C)(C)C)=O)[CH2:31][CH2:30]3)=[CH:13][C:14]3[N:18]([CH3:19])[C:17](=[O:20])[N:16]([CH3:21])[C:15]=3[CH:22]=2)(=[O:9])=[O:8])[N:4]=[C:3]1[CH3:45].[F:46][C:47]([F:52])([F:51])[C:48]([OH:50])=[O:49].